This data is from Full USPTO retrosynthesis dataset with 1.9M reactions from patents (1976-2016). The task is: Predict the reactants needed to synthesize the given product. (1) Given the product [O:14]=[C:4]1[C:5]2[C:13]3[C:8](=[CH:9][CH:10]=[CH:11][CH:12]=3)[N:7]([CH2:15][C:16]3[CH:18]=[CH:28][C:24]([C:25]([O:27][CH3:33])=[O:26])=[CH:23][CH:17]=3)[C:6]=2[N:1]=[CH:2][NH:3]1, predict the reactants needed to synthesize it. The reactants are: [N:1]1[C:6]2[NH:7][C:8]3[C:13]([C:5]=2[C:4](=[O:14])[NH:3][CH:2]=1)=[CH:12][CH:11]=[CH:10][CH:9]=3.[CH3:15][C:16]([O-])([CH3:18])[CH3:17].[K+].CC1[C:23](CBr)=[C:24]([CH:28]=CC=1)[C:25]([O-:27])=[O:26].[CH3:33]N(C=O)C. (2) Given the product [C:46]([C:24]1[N:25]=[C:26]([C:27]2[CH:32]=[CH:31][C:30]([O:33][CH2:34][CH2:35][CH:36]3[CH2:37][CH2:38][N:39]([CH2:10][C:11]([N:13]([CH3:15])[CH3:14])=[O:12])[CH2:40][CH2:41]3)=[C:29]([C:42]([F:43])([F:44])[F:45])[CH:28]=2)[C:21]2[CH:20]=[CH:19][N:18]([CH3:17])[C:22]=2[N:23]=1)#[N:47], predict the reactants needed to synthesize it. The reactants are: C(=O)([O-])[O-].[K+].[K+].[I-].[K+].Cl[CH2:10][C:11]([N:13]([CH3:15])[CH3:14])=[O:12].Cl.[CH3:17][N:18]1[C:22]2[N:23]=[C:24]([C:46]#[N:47])[N:25]=[C:26]([C:27]3[CH:32]=[CH:31][C:30]([O:33][CH2:34][CH2:35][CH:36]4[CH2:41][CH2:40][NH:39][CH2:38][CH2:37]4)=[C:29]([C:42]([F:45])([F:44])[F:43])[CH:28]=3)[C:21]=2[CH:20]=[CH:19]1. (3) Given the product [Cl:1][CH2:2][CH2:3][CH2:4][O:5][C:6]1[CH:7]=[CH:8][C:9]([C:12]2[S:13][C:14]([C:18]([N:49]3[CH2:54][CH2:53][O:52][CH2:51][CH2:50]3)=[O:20])=[C:15]([CH3:17])[N:16]=2)=[CH:10][CH:11]=1, predict the reactants needed to synthesize it. The reactants are: [Cl:1][CH2:2][CH2:3][CH2:4][O:5][C:6]1[CH:11]=[CH:10][C:9]([C:12]2[S:13][C:14]([C:18]([OH:20])=O)=[C:15]([CH3:17])[N:16]=2)=[CH:8][CH:7]=1.C(N(CC)CC)C.ON1C2C=CC=CC=2N=N1.CN(C)CCCN=C=NCC.[NH:49]1[CH2:54][CH2:53][O:52][CH2:51][CH2:50]1.